Dataset: Full USPTO retrosynthesis dataset with 1.9M reactions from patents (1976-2016). Task: Predict the reactants needed to synthesize the given product. (1) Given the product [F:15][C:16]1[CH:23]=[CH:22][CH:21]=[C:20]([F:24])[C:17]=1[C:18](=[NH:10])[NH2:19], predict the reactants needed to synthesize it. The reactants are: [Li]CCCC.C[Si]([NH:10][Si](C)(C)C)(C)C.[F:15][C:16]1[CH:23]=[CH:22][CH:21]=[C:20]([F:24])[C:17]=1[C:18]#[N:19].Cl. (2) Given the product [F:27][C:28]1[CH:33]=[CH:32][C:31]([F:34])=[CH:30][C:29]=1[O:35][C:2]1[N:14]=[C:13]([C:15]2[CH:20]=[C:19]([F:21])[CH:18]=[C:17]([F:22])[CH:16]=2)[CH:12]=[C:11]([C:23]([F:26])([F:25])[F:24])[C:3]=1[C:4]([O:6][C:7]([CH3:10])([CH3:9])[CH3:8])=[O:5], predict the reactants needed to synthesize it. The reactants are: Cl[C:2]1[N:14]=[C:13]([C:15]2[CH:20]=[C:19]([F:21])[CH:18]=[C:17]([F:22])[CH:16]=2)[CH:12]=[C:11]([C:23]([F:26])([F:25])[F:24])[C:3]=1[C:4]([O:6][C:7]([CH3:10])([CH3:9])[CH3:8])=[O:5].[F:27][C:28]1[CH:33]=[CH:32][C:31]([F:34])=[CH:30][C:29]=1[OH:35].C(=O)([O-])[O-].[K+].[K+]. (3) Given the product [O:16]=[C:7]1[C:8]2[C:13](=[CH:12][CH:11]=[CH:10][CH:9]=2)[C:14](=[O:15])[N:6]1[CH2:5][CH:4]=[O:3], predict the reactants needed to synthesize it. The reactants are: C([O:3][CH:4](OCC)[CH2:5][N:6]1[C:14](=[O:15])[C:13]2[C:8](=[CH:9][CH:10]=[CH:11][CH:12]=2)[C:7]1=[O:16])C.Cl. (4) Given the product [O:15]=[C:14]([C:3]1[C:4]2[C:9](=[CH:8][N:7]=[CH:6][CH:5]=2)[NH:1][CH:2]=1)[C:13]([NH2:19])=[O:17], predict the reactants needed to synthesize it. The reactants are: [NH:1]1[C:9]2[C:4](=[CH:5][CH:6]=[N:7][CH:8]=2)[CH:3]=[CH:2]1.C[Mg]I.[C:13](Cl)(=[O:17])[C:14](Cl)=[O:15].[N:19]1C=CC=CC=1.N. (5) Given the product [NH2:1][C:2]1[O:3][CH2:4][C:5]([F:20])([F:21])[C@:6]([C:9]2[C:14]([F:15])=[CH:13][C:12]([O:16][CH2:23][C:24]([C:26]3[CH:31]=[CH:30][C:29]([Cl:32])=[CH:28][N:27]=3)=[O:25])=[C:11]([N+:17]([O-:19])=[O:18])[CH:10]=2)([CH3:8])[N:7]=1, predict the reactants needed to synthesize it. The reactants are: [NH2:1][C:2]1[O:3][CH2:4][C:5]([F:21])([F:20])[C@:6]([C:9]2[C:14]([F:15])=[CH:13][C:12]([OH:16])=[C:11]([N+:17]([O-:19])=[O:18])[CH:10]=2)([CH3:8])[N:7]=1.Br[CH2:23][C:24]([C:26]1[CH:31]=[CH:30][C:29]([Cl:32])=[CH:28][N:27]=1)=[O:25].C(=O)([O-])[O-].[Cs+].[Cs+].C(=O)([O-])O.[Na+]. (6) Given the product [CH3:1][O:2][C:3]1[CH:4]=[C:5]([N:9]([CH3:13])[CH2:10][CH2:11][O:12][S:26]([C:23]2[CH:24]=[CH:25][C:20]([CH3:40])=[CH:21][CH:22]=2)(=[O:28])=[O:27])[CH:6]=[CH:7][CH:8]=1, predict the reactants needed to synthesize it. The reactants are: [CH3:1][O:2][C:3]1[CH:4]=[C:5]([N:9]([CH3:13])[CH2:10][CH2:11][OH:12])[CH:6]=[CH:7][CH:8]=1.N1C=CC=CC=1.[C:20]1([CH3:40])[CH:25]=[CH:24][C:23]([S:26](O[S:26]([C:23]2[CH:24]=[CH:25][C:20]([CH3:40])=[CH:21][CH:22]=2)(=[O:28])=[O:27])(=[O:28])=[O:27])=[CH:22][CH:21]=1.C(=O)(O)[O-].[Na+]. (7) Given the product [Br:4][C:5]1[CH:6]=[C:7]([CH:12]=[C:13]([CH2:16][CH2:17][CH2:18][O:19][CH:28]([F:36])[F:27])[C:14]=1[CH3:15])[C:8]([O:10][CH3:11])=[O:9], predict the reactants needed to synthesize it. The reactants are: C(#N)C.[Br:4][C:5]1[CH:6]=[C:7]([CH:12]=[C:13]([CH2:16][CH2:17][CH2:18][OH:19])[C:14]=1[CH3:15])[C:8]([O:10][CH3:11])=[O:9].S([O-])([O-])(=O)=O.[Na+].[Na+].[F:27][C:28]([F:36])(S(F)(=O)=O)C(O)=O.